From a dataset of Catalyst prediction with 721,799 reactions and 888 catalyst types from USPTO. Predict which catalyst facilitates the given reaction. (1) Reactant: Cl.[CH3:2][C:3]1([CH3:26])[CH2:12][CH2:11][C:10]([CH3:14])([CH3:13])[C:9]2[CH:8]=[C:7]([C:15]3[S:16][CH:17]=[C:18]([CH:20]4[CH2:25][CH2:24][NH:23][CH2:22][CH2:21]4)[N:19]=3)[CH:6]=[CH:5][C:4]1=2.C([O:30][CH2:31][CH2:32][CH2:33][CH2:34]Br)(=O)C.[OH-].[Na+]. Product: [CH3:2][C:3]1([CH3:26])[CH2:12][CH2:11][C:10]([CH3:13])([CH3:14])[C:9]2[CH:8]=[C:7]([C:15]3[S:16][CH:17]=[C:18]([CH:20]4[CH2:25][CH2:24][N:23]([CH2:34][CH2:33][CH2:32][CH2:31][OH:30])[CH2:22][CH2:21]4)[N:19]=3)[CH:6]=[CH:5][C:4]1=2. The catalyst class is: 5. (2) Reactant: C([O:8][C:9]1[CH:14]=[CH:13][CH:12]=[CH:11][C:10]=1[C:15]1[CH:20]=[CH:19][C:18]([C:21]([F:24])([F:23])[F:22])=[CH:17][C:16]=1[CH2:25][N:26]([CH2:39][C:40]1[CH:45]=[C:44]([C:46]([F:49])([F:48])[F:47])[CH:43]=[C:42]([C:50]([F:53])([F:52])[F:51])[CH:41]=1)[C:27]1[N:32]=[CH:31][C:30]([N:33]2[CH2:38][CH2:37][O:36][CH2:35][CH2:34]2)=[CH:29][N:28]=1)C1C=CC=CC=1. Product: [F:53][C:50]([F:51])([F:52])[C:42]1[CH:41]=[C:40]([CH:45]=[C:44]([C:46]([F:47])([F:49])[F:48])[CH:43]=1)[CH2:39][N:26]([CH2:25][C:16]1[CH:17]=[C:18]([C:21]([F:22])([F:23])[F:24])[CH:19]=[CH:20][C:15]=1[C:10]1[C:9]([OH:8])=[CH:14][CH:13]=[CH:12][CH:11]=1)[C:27]1[N:32]=[CH:31][C:30]([N:33]2[CH2:34][CH2:35][O:36][CH2:37][CH2:38]2)=[CH:29][N:28]=1. The catalyst class is: 178. (3) Reactant: [C:1](Br)(=[O:8])[C:2]1[CH:7]=[CH:6][CH:5]=[CH:4][CH:3]=1.[CH3:10][O:11][C:12]1[CH:13]=[C:14]([CH3:22])[CH:15]=[C:16]([O:20][CH3:21])[C:17]=1[O:18][CH3:19]. Product: [CH3:21][O:20][C:16]1[C:17]([O:18][CH3:19])=[C:12]([O:11][CH3:10])[CH:13]=[C:14]([CH3:22])[C:15]=1[C:1]([C:2]1[CH:7]=[CH:6][CH:5]=[CH:4][CH:3]=1)=[O:8]. The catalyst class is: 26. (4) Reactant: [Br:1][C:2]1[N:7]2[CH:8]=[CH:9][N:10]=[C:6]2[C:5]([NH:11][C:12]2[CH:13]=[CH:14][C:15]([N:21]3[CH2:26][CH2:25][O:24][CH2:23][CH2:22]3)=[C:16]([CH:20]=2)[C:17]([NH2:19])=[O:18])=[N:4][CH:3]=1.FC1C=C(B2OC(C)(C)C(C)(C)O2)C=C(F)C=1C(N)=O. Product: [NH3:4].[Br:1][C:2]1[N:7]2[CH:8]=[CH:9][N:10]=[C:6]2[C:5]([NH:11][C:12]2[CH:13]=[CH:14][C:15]([N:21]3[CH2:22][CH2:23][O:24][CH2:25][CH2:26]3)=[C:16]([CH:20]=2)[C:17]([NH2:19])=[O:18])=[N:4][CH:3]=1. The catalyst class is: 77.